The task is: Predict the product of the given reaction.. This data is from Forward reaction prediction with 1.9M reactions from USPTO patents (1976-2016). (1) Given the reactants C(OC(=O)[NH:7][C@H:8]([C:10]1[N:14]([C:15]2[CH:20]=[CH:19][CH:18]=[CH:17][CH:16]=2)[C:13]2[CH:21]=[C:22]([F:25])[CH:23]=[CH:24][C:12]=2[N:11]=1)[CH3:9])(C)(C)C.C(O)(C(F)(F)F)=O, predict the reaction product. The product is: [F:25][C:22]1[CH:23]=[CH:24][C:12]2[N:11]=[C:10]([C@@H:8]([NH2:7])[CH3:9])[N:14]([C:15]3[CH:16]=[CH:17][CH:18]=[CH:19][CH:20]=3)[C:13]=2[CH:21]=1. (2) Given the reactants [C:1]([O:5][C:6](=[O:26])[NH:7][CH2:8][CH:9]1[C:18]2[C:13](=[CH:14][C:15]([O:19][CH2:20][CH2:21][CH2:22][CH2:23]Br)=[CH:16][CH:17]=2)[NH:12][C:11](=[O:25])[CH2:10]1)([CH3:4])([CH3:3])[CH3:2].Cl.[Cl:28][C:29]1[C:34]([Cl:35])=[CH:33][CH:32]=[CH:31][C:30]=1[N:36]1[CH2:41][CH2:40][NH:39][CH2:38][CH2:37]1.C([O-])([O-])=O.[K+].[K+], predict the reaction product. The product is: [C:1]([O:5][C:6](=[O:26])[NH:7][CH2:8][CH:9]1[C:18]2[C:13](=[CH:14][C:15]([O:19][CH2:20][CH2:21][CH2:22][CH2:23][N:39]3[CH2:38][CH2:37][N:36]([C:30]4[CH:31]=[CH:32][CH:33]=[C:34]([Cl:35])[C:29]=4[Cl:28])[CH2:41][CH2:40]3)=[CH:16][CH:17]=2)[NH:12][C:11](=[O:25])[CH2:10]1)([CH3:4])([CH3:3])[CH3:2]. (3) Given the reactants [CH2:1]([C:4]1[S:31][C:7]2[N:8]=[C:9]([N:25]3[CH2:29][CH2:28][C:27](=O)[CH2:26]3)[N:10]=[C:11]([N:12]3[CH2:17][CH2:16][N:15]4[C:18]([C:21]([F:24])([F:23])[F:22])=[N:19][N:20]=[C:14]4[CH2:13]3)[C:6]=2[CH:5]=1)[CH2:2][CH3:3].[NH2:32][OH:33].Cl.C(=O)([O-])[O-].[Na+].[Na+], predict the reaction product. The product is: [CH2:1]([C:4]1[S:31][C:7]2[N:8]=[C:9]([N:25]3[CH2:29][CH2:28][C:27](=[N:32][OH:33])[CH2:26]3)[N:10]=[C:11]([N:12]3[CH2:17][CH2:16][N:15]4[C:18]([C:21]([F:24])([F:23])[F:22])=[N:19][N:20]=[C:14]4[CH2:13]3)[C:6]=2[CH:5]=1)[CH2:2][CH3:3]. (4) Given the reactants [CH3:1][C:2]1[CH:7]=[C:6]([O:8][CH:9]([C:13]2[O:17][C:16]([C:18]3[CH:23]=[CH:22][C:21]([C:24]([F:27])([F:26])[F:25])=[CH:20][CH:19]=3)=[N:15][C:14]=2[CH3:28])[CH2:10][CH:11]=[CH2:12])[CH:5]=[CH:4][C:3]=1[CH2:29][CH2:30][C:31]([OH:33])=[O:32], predict the reaction product. The product is: [CH3:1][C:2]1[CH:7]=[C:6]([O:8][CH:9]([C:13]2[O:17][C:16]([C:18]3[CH:23]=[CH:22][C:21]([C:24]([F:27])([F:26])[F:25])=[CH:20][CH:19]=3)=[N:15][C:14]=2[CH3:28])[CH2:10][CH2:11][CH3:12])[CH:5]=[CH:4][C:3]=1[CH2:29][CH2:30][C:31]([OH:33])=[O:32]. (5) Given the reactants [N:1]1([C:7]2[S:8]/[C:9](=[CH:13]\[C:14]3[CH:19]=[CH:18][C:17]([F:20])=[CH:16][C:15]=3[OH:21])/[C:10](=[O:12])[N:11]=2)[CH2:6][CH2:5][CH2:4][CH2:3][NH:2]1.C([O-])([O-])=O.[K+].[K+].[N:28]1([C:33]([Cl:35])=[O:34])[CH2:32][CH2:31][CH2:30][CH2:29]1, predict the reaction product. The product is: [ClH:35].[N:28]1([C:33]([O:21][C:15]2[CH:16]=[C:17]([F:20])[CH:18]=[CH:19][C:14]=2/[CH:13]=[C:9]2\[C:10](=[O:12])[N:11]=[C:7]([N:1]3[CH2:6][CH2:5][CH2:4][CH2:3][NH:2]3)[S:8]\2)=[O:34])[CH2:32][CH2:31][CH2:30][CH2:29]1. (6) Given the reactants [CH2:1]([C:3]1[C:7]2[CH:8]=[CH:9][C:10]([C:12]([F:15])([F:14])[F:13])=[CH:11][C:6]=2[S:5][C:4]=1[CH:16]=O)[CH3:2].[C:18]([C:21]1[CH:26]=[CH:25][C:24]([CH:27]=[CH:28][C:29]([O:31][CH3:32])=[O:30])=[C:23]([CH3:33])[CH:22]=1)(=[O:20])[CH3:19], predict the reaction product. The product is: [CH2:1]([C:3]1[C:7]2[CH:8]=[CH:9][C:10]([C:12]([F:13])([F:14])[F:15])=[CH:11][C:6]=2[S:5][C:4]=1[CH:16]=[CH:19][C:18]([C:21]1[CH:26]=[CH:25][C:24]([CH:27]=[CH:28][C:29]([O:31][CH3:32])=[O:30])=[C:23]([CH3:33])[CH:22]=1)=[O:20])[CH3:2]. (7) Given the reactants Cl.[Cl:2][C:3]1[CH:4]=[C:5]2[C:9](=[CH:10][CH:11]=1)[NH:8][CH:7]=[C:6]2[CH2:12][CH2:13][NH2:14].[CH3:15][C:16]1[CH:17]=[C:18]([N:23]2[CH2:27][CH2:26][CH:25]([C:28](O)=[O:29])[C:24]2=[O:31])[CH:19]=[CH:20][C:21]=1[CH3:22].CN(C(ON1N=NC2C=CC=NC1=2)=[N+](C)C)C.F[P-](F)(F)(F)(F)F.C(N(CC)C(C)C)(C)C, predict the reaction product. The product is: [Cl:2][C:3]1[CH:4]=[C:5]2[C:9](=[CH:10][CH:11]=1)[NH:8][CH:7]=[C:6]2[CH2:12][CH2:13][NH:14][C:28]([CH:25]1[CH2:26][CH2:27][N:23]([C:18]2[CH:19]=[CH:20][C:21]([CH3:22])=[C:16]([CH3:15])[CH:17]=2)[C:24]1=[O:31])=[O:29]. (8) Given the reactants [CH2:1]([O:3][C:4](=[O:28])[CH2:5][C:6]1[CH:7]=[N:8][C:9]([O:26][CH3:27])=[C:10]([C:12]2[CH:17]=[CH:16][C:15]([C:18]([F:21])([F:20])[F:19])=[CH:14][C:13]=2[CH2:22][NH:23][CH2:24][CH3:25])[CH:11]=1)[CH3:2].[C:29](Cl)(=[O:31])[CH3:30], predict the reaction product. The product is: [CH2:1]([O:3][C:4](=[O:28])[CH2:5][C:6]1[CH:7]=[N:8][C:9]([O:26][CH3:27])=[C:10]([C:12]2[CH:17]=[CH:16][C:15]([C:18]([F:20])([F:19])[F:21])=[CH:14][C:13]=2[CH2:22][N:23]([C:29](=[O:31])[CH3:30])[CH2:24][CH3:25])[CH:11]=1)[CH3:2].